From a dataset of Reaction yield outcomes from USPTO patents with 853,638 reactions. Predict the reaction yield, written as a fraction of the theoretical maximum amount of product (1.0 means a 100% yield; for example, 0.34 means a 34% yield). (1) The reactants are Cl[C:2]1[N:7]=[C:6]([C:8]2[N:12]3[CH:13]=[CH:14][CH:15]=[CH:16][C:11]3=[N:10][C:9]=2[C:17]2[CH:18]=[CH:19][C:20]([O:34][CH3:35])=[C:21]([CH:33]=2)[C:22]([NH:24][C:25]2[C:30]([F:31])=[CH:29][CH:28]=[CH:27][C:26]=2[F:32])=[O:23])[CH:5]=[CH:4][N:3]=1.[CH3:36][C:37]1[C:38]([CH:46]2[CH2:51][CH2:50][N:49]([CH2:52][CH2:53][S:54]([CH3:57])(=[O:56])=[O:55])[CH2:48][CH2:47]2)=[CH:39][C:40]([O:44][CH3:45])=[C:41]([CH:43]=1)[NH2:42].[C:58]1(C)C=CC(S(O)(=O)=O)=CC=1.C(O)C(F)(F)F.C[O-].[Na+]. The catalyst is C(Cl)Cl. The product is [F:32][C:26]1[CH:27]=[CH:28][CH:29]=[C:30]([F:31])[C:25]=1[NH:24][C:22](=[O:23])[C:21]1[CH:33]=[C:17]([C:9]2[N:10]=[C:11]3[CH:16]=[CH:15][CH:14]=[CH:13][N:12]3[C:8]=2[C:6]2[CH:5]=[CH:4][N:3]=[C:2]([NH:42][C:41]3[CH:43]=[C:37]([CH3:36])[C:38]([CH:46]4[CH2:51][CH2:50][N:49]([CH2:52][CH2:53][S:54]([CH3:57])(=[O:55])=[O:56])[CH2:48][CH2:47]4)=[CH:39][C:40]=3[O:44][CH3:45])[N:7]=2)[CH:18]=[CH:19][C:20]=1[O:34][CH2:35][CH3:58]. The yield is 0.430. (2) The reactants are [Cl:1][C:2]1[CH:3]=[C:4]([CH:9]([CH2:13][CH:14]=[CH2:15])[C:10](Cl)=O)[CH:5]=[CH:6][C:7]=1[Cl:8].[N:16]1([C:22](=[S:26])[CH2:23][C:24]#[N:25])[CH2:21][CH2:20][O:19][CH2:18][CH2:17]1.C(N(CC)C(C)C)(C)C.I[CH2:37][C:38]([O:40][CH2:41][CH3:42])=[O:39]. The catalyst is C(#N)C. The product is [C:24]([C:23]1[C:10]([CH:9]([C:4]2[CH:5]=[CH:6][C:7]([Cl:8])=[C:2]([Cl:1])[CH:3]=2)[CH2:13][CH:14]=[CH2:15])=[C:37]([C:38]([O:40][CH2:41][CH3:42])=[O:39])[S:26][C:22]=1[N:16]1[CH2:21][CH2:20][O:19][CH2:18][CH2:17]1)#[N:25]. The yield is 0.159. (3) The reactants are [NH2:1][C@:2]1([CH2:23][OH:24])[CH2:6][CH2:5][C@H:4]([C:7]2[CH:16]=[CH:15][C:14]3[CH2:13][C@H:12]([CH2:17][CH2:18][CH2:19][CH2:20][CH2:21][CH3:22])[CH2:11][CH2:10][C:9]=3[CH:8]=2)[CH2:3]1.[C:25](O[C:25]([O:27][C:28]([CH3:31])([CH3:30])[CH3:29])=[O:26])([O:27][C:28]([CH3:31])([CH3:30])[CH3:29])=[O:26]. The catalyst is ClCCl. The product is [C:28]([O:27][C:25](=[O:26])[NH:1][C@:2]1([CH2:23][OH:24])[CH2:6][CH2:5][C@H:4]([C:7]2[CH:16]=[CH:15][C:14]3[CH2:13][C@H:12]([CH2:17][CH2:18][CH2:19][CH2:20][CH2:21][CH3:22])[CH2:11][CH2:10][C:9]=3[CH:8]=2)[CH2:3]1)([CH3:31])([CH3:30])[CH3:29]. The yield is 0.960. (4) The reactants are CC(OC(/N=N/C(OC(C)C)=O)=O)C.[Cl:15][C:16]1[C:21]2[C:22](=[O:26])[NH:23][N:24]=[CH:25][C:20]=2[CH:19]=[N:18][CH:17]=1.[N:27]1[C:36]2[C:31](=[CH:32][CH:33]=[CH:34][CH:35]=2)[CH:30]=[CH:29][C:28]=1[CH2:37][CH2:38]O.C(Cl)Cl. The catalyst is C1COCC1.O. The product is [Cl:15][C:16]1[C:21]2[C:22](=[O:26])[N:23]([CH2:38][CH2:37][C:28]3[CH:29]=[CH:30][C:31]4[C:36](=[CH:35][CH:34]=[CH:33][CH:32]=4)[N:27]=3)[N:24]=[CH:25][C:20]=2[CH:19]=[N:18][CH:17]=1. The yield is 0.760. (5) The reactants are [F:1][C:2]1[CH:19]=[C:18]([N+:20]([O-])=O)[CH:17]=[CH:16][C:3]=1[O:4][C:5]1[CH:10]=[CH:9][N:8]=[C:7]2[CH:11]=[C:12]([S:14][CH3:15])[S:13][C:6]=12. The catalyst is C(O)(=O)C.[Fe]. The product is [CH3:15][S:14][C:12]1[S:13][C:6]2[C:7](=[N:8][CH:9]=[CH:10][C:5]=2[O:4][C:3]2[CH:16]=[CH:17][C:18]([NH2:20])=[CH:19][C:2]=2[F:1])[CH:11]=1. The yield is 0.800. (6) The reactants are [OH-].[Li+].[CH3:3][O:4][CH2:5][CH2:6][N:7]1[C:15]2[C:10](=[CH:11][C:12]([C:16]([O:18]C)=[O:17])=[CH:13][CH:14]=2)[CH:9]=[C:8]1[C:20]1[CH:25]=[CH:24][CH:23]=[CH:22][CH:21]=1. The catalyst is O.O1CCCC1. The product is [CH3:3][O:4][CH2:5][CH2:6][N:7]1[C:15]2[C:10](=[CH:11][C:12]([C:16]([OH:18])=[O:17])=[CH:13][CH:14]=2)[CH:9]=[C:8]1[C:20]1[CH:25]=[CH:24][CH:23]=[CH:22][CH:21]=1. The yield is 0.300.